Dataset: Full USPTO retrosynthesis dataset with 1.9M reactions from patents (1976-2016). Task: Predict the reactants needed to synthesize the given product. (1) Given the product [Cl:1][C:2]1[CH:7]=[CH:6][C:5]([CH:8]2[CH2:9][CH2:10][N:11]([S:14]([CH3:17])(=[O:16])=[O:15])[CH2:12][CH:13]2[OH:18])=[CH:4][CH:3]=1, predict the reactants needed to synthesize it. The reactants are: [Cl:1][C:2]1[CH:7]=[CH:6][C:5]([C:8]2[CH2:9][CH2:10][N:11]([S:14]([CH3:17])(=[O:16])=[O:15])[CH2:12][CH:13]=2)=[CH:4][CH:3]=1.[OH-:18].[Na+].OO. (2) Given the product [O:22]1[CH:26]=[CH:25][C:24]([N:27]2[CH2:20][CH2:19][N:4]([C:5]3[C:6]([CH3:18])=[C:7]([CH3:17])[C:8]4[O:12][C:11]([CH3:14])([CH3:13])[CH2:10][C:9]=4[C:15]=3[CH3:16])[CH2:3][CH2:2]2)=[N:23]1, predict the reactants needed to synthesize it. The reactants are: Cl[CH2:2][CH2:3][N:4]([CH2:19][CH2:20]Cl)[C:5]1[C:6]([CH3:18])=[C:7]([CH3:17])[C:8]2[O:12][C:11]([CH3:14])([CH3:13])[CH2:10][C:9]=2[C:15]=1[CH3:16].[O:22]1[CH:26]=[CH:25][C:24]([NH2:27])=[N:23]1. (3) Given the product [Br:29][C:11]1[C:2]([OH:1])=[CH:3][CH:4]=[C:5]2[C:10]=1[C:9]([C:12]#[N:13])=[CH:8][C:7]([C:14]1[CH:19]=[CH:18][C:17]([O:20][CH3:21])=[CH:16][CH:15]=1)=[CH:6]2, predict the reactants needed to synthesize it. The reactants are: [OH:1][C:2]1[CH:11]=[C:10]2[C:5]([CH:6]=[C:7]([C:14]3[CH:19]=[CH:18][C:17]([O:20][CH3:21])=[CH:16][CH:15]=3)[CH:8]=[C:9]2[C:12]#[N:13])=[CH:4][CH:3]=1.C1C(=O)N([Br:29])C(=O)C1. (4) Given the product [CH3:18][C:19]1[CH:24]=[C:23]([N:25]2[CH2:30][CH2:29][N:28]([C:13]([CH:12]3[C:10]4([CH2:9][CH2:8][N:7]([CH:4]5[CH2:3][CH2:2][O:1][CH2:6][CH2:5]5)[CH2:17][CH2:16]4)[CH2:11]3)=[O:15])[CH2:27][CH2:26]2)[CH:22]=[CH:21][N:20]=1, predict the reactants needed to synthesize it. The reactants are: [O:1]1[CH2:6][CH2:5][CH:4]([N:7]2[CH2:17][CH2:16][C:10]3([CH:12]([C:13]([OH:15])=O)[CH2:11]3)[CH2:9][CH2:8]2)[CH2:3][CH2:2]1.[CH3:18][C:19]1[CH:24]=[C:23]([N:25]2[CH2:30][CH2:29][NH:28][CH2:27][CH2:26]2)[CH:22]=[CH:21][N:20]=1. (5) Given the product [C:1]([C:3]1[CH:4]=[C:5]2[C:10](=[CH:11][C:12]=1[O:13][C:14]1[CH:19]=[CH:18][C:17]([C:20](=[O:36])[NH:21][C:22]3[CH:23]=[C:24]([C:28]4[CH:33]=[CH:32][C:31]([CH3:34])=[C:30]([CH3:35])[CH:29]=4)[CH:25]=[CH:26][CH:27]=3)=[CH:16][CH:15]=1)[O:9][CH2:8][CH2:7][CH:6]2[C:37]([OH:39])=[O:38])#[N:2], predict the reactants needed to synthesize it. The reactants are: [C:1]([C:3]1[CH:4]=[C:5]2[C:10](=[CH:11][C:12]=1[O:13][C:14]1[CH:19]=[CH:18][C:17]([C:20](=[O:36])[NH:21][C:22]3[CH:23]=[C:24]([C:28]4[CH:33]=[CH:32][C:31]([CH3:34])=[C:30]([CH3:35])[CH:29]=4)[CH:25]=[CH:26][CH:27]=3)=[CH:16][CH:15]=1)[O:9][CH2:8][CH2:7][CH:6]2[C:37]([O:39]C)=[O:38])#[N:2].O[Li].O.O1CCOCC1.Cl. (6) Given the product [Cl:34][C:28]1[CH:29]=[C:30]([Cl:33])[CH:31]=[CH:32][C:27]=1[CH:25]1[C:12]2=[N:13][C:14]3[CH:19]=[CH:18][CH:17]=[C:16]([N:20]([CH2:23][CH3:24])[CH2:21][CH3:22])[C:15]=3[N:11]2[CH2:10][CH2:9][CH2:8][N:7]1[C:6]([O:5][C:1]([CH3:4])([CH3:3])[CH3:2])=[O:35], predict the reactants needed to synthesize it. The reactants are: [C:1]([O:5][C:6](=[O:35])[NH:7][CH2:8][CH2:9][CH2:10][N:11]1[C:15]2[C:16]([N:20]([CH2:23][CH3:24])[CH2:21][CH3:22])=[CH:17][CH:18]=[CH:19][C:14]=2[N:13]=[C:12]1[CH:25]([C:27]1[CH:32]=[CH:31][C:30]([Cl:33])=[CH:29][C:28]=1[Cl:34])O)([CH3:4])([CH3:3])[CH3:2].C1(P(C2C=CC=CC=2)C2C=CC=CC=2)C=CC=CC=1.N(C(OCC)=O)=NC(OCC)=O.C1(C)C=CC=CC=1. (7) Given the product [N:3]1[CH:2]=[CH:7][CH:6]=[CH:5][C:23]=1[C:22]([OH:25])=[O:24], predict the reactants needed to synthesize it. The reactants are: C[C:2]1[CH:7]=[CH:6][CH:5]=C[N:3]=1.ON1C(=O)C2=CC=CC=C2C1=O.O=O.[C:22]([OH:25])(=[O:24])[CH3:23]. (8) Given the product [CH3:1][O:2][C:3]1[CH:4]=[C:5]2[C:9](=[CH:10][CH:11]=1)[NH:8][CH:7]=[C:6]2/[CH:12]=[CH:16]/[C:14]#[N:15], predict the reactants needed to synthesize it. The reactants are: [CH3:1][O:2][C:3]1[CH:4]=[C:5]2[C:9](=[CH:10][CH:11]=1)[NH:8][CH:7]=[C:6]2[CH:12]=O.[C:14]([CH2:16]P(=O)(OCC)OCC)#[N:15].[H-].[Na+].[H][H].O1CCCC1.P(CC([O-])=O)(O)(O)=O.[Na+].P(CC([O-])=O)(O)(O)=O. (9) Given the product [F:1][C:2]1[CH:7]=[N:6][C:5]([CH3:8])=[C:4]([CH:3]=1)[CH:9]=[O:10], predict the reactants needed to synthesize it. The reactants are: [F:1][C:2]1[CH:3]=[C:4]([CH2:9][OH:10])[C:5]([CH3:8])=[N:6][CH:7]=1.C[N+]1([O-])CCOCC1.